From a dataset of NCI-60 drug combinations with 297,098 pairs across 59 cell lines. Regression. Given two drug SMILES strings and cell line genomic features, predict the synergy score measuring deviation from expected non-interaction effect. (1) Drug 1: C1CC(=O)NC(=O)C1N2C(=O)C3=CC=CC=C3C2=O. Drug 2: C1C(C(OC1N2C=NC3=C2NC=NCC3O)CO)O. Cell line: 786-0. Synergy scores: CSS=1.27, Synergy_ZIP=-0.666, Synergy_Bliss=-0.347, Synergy_Loewe=-0.190, Synergy_HSA=-0.113. (2) Drug 1: CC1=C(C(=CC=C1)Cl)NC(=O)C2=CN=C(S2)NC3=CC(=NC(=N3)C)N4CCN(CC4)CCO. Drug 2: C1CN(P(=O)(OC1)NCCCl)CCCl. Cell line: 786-0. Synergy scores: CSS=6.39, Synergy_ZIP=-4.24, Synergy_Bliss=-1.82, Synergy_Loewe=-8.81, Synergy_HSA=-0.838. (3) Drug 1: CC(CN1CC(=O)NC(=O)C1)N2CC(=O)NC(=O)C2. Drug 2: CN1C(=O)N2C=NC(=C2N=N1)C(=O)N. Cell line: NCI-H322M. Synergy scores: CSS=-0.831, Synergy_ZIP=1.73, Synergy_Bliss=1.03, Synergy_Loewe=-5.35, Synergy_HSA=-4.67. (4) Drug 1: C1CNP(=O)(OC1)N(CCCl)CCCl. Drug 2: C(CN)CNCCSP(=O)(O)O. Cell line: SK-MEL-5. Synergy scores: CSS=7.99, Synergy_ZIP=-1.72, Synergy_Bliss=-4.95, Synergy_Loewe=3.93, Synergy_HSA=-5.38. (5) Drug 2: CC1=C2C(C(=O)C3(C(CC4C(C3C(C(C2(C)C)(CC1OC(=O)C(C(C5=CC=CC=C5)NC(=O)OC(C)(C)C)O)O)OC(=O)C6=CC=CC=C6)(CO4)OC(=O)C)O)C)O. Cell line: HCC-2998. Drug 1: C1CCC(CC1)NC(=O)N(CCCl)N=O. Synergy scores: CSS=25.7, Synergy_ZIP=-0.856, Synergy_Bliss=2.58, Synergy_Loewe=-19.8, Synergy_HSA=2.12. (6) Drug 2: CN1C(=O)N2C=NC(=C2N=N1)C(=O)N. Cell line: ACHN. Synergy scores: CSS=0.418, Synergy_ZIP=-0.478, Synergy_Bliss=-2.08, Synergy_Loewe=-1.25, Synergy_HSA=-2.04. Drug 1: CCC(=C(C1=CC=CC=C1)C2=CC=C(C=C2)OCCN(C)C)C3=CC=CC=C3.C(C(=O)O)C(CC(=O)O)(C(=O)O)O. (7) Drug 1: CS(=O)(=O)C1=CC(=C(C=C1)C(=O)NC2=CC(=C(C=C2)Cl)C3=CC=CC=N3)Cl. Drug 2: CCCS(=O)(=O)NC1=C(C(=C(C=C1)F)C(=O)C2=CNC3=C2C=C(C=N3)C4=CC=C(C=C4)Cl)F. Cell line: SR. Synergy scores: CSS=36.0, Synergy_ZIP=-5.59, Synergy_Bliss=-2.52, Synergy_Loewe=-20.3, Synergy_HSA=0.891. (8) Drug 1: CC1=C(C=C(C=C1)NC2=NC=CC(=N2)N(C)C3=CC4=NN(C(=C4C=C3)C)C)S(=O)(=O)N.Cl. Drug 2: C1CCC(C(C1)N)N.C(=O)(C(=O)[O-])[O-].[Pt+4]. Cell line: HCT116. Synergy scores: CSS=16.0, Synergy_ZIP=-7.10, Synergy_Bliss=-2.77, Synergy_Loewe=-40.6, Synergy_HSA=-3.37.